Dataset: Catalyst prediction with 721,799 reactions and 888 catalyst types from USPTO. Task: Predict which catalyst facilitates the given reaction. (1) Reactant: C([O:3][C:4]([C:6]1[N:7]=[C:8]([N:17]2[CH2:22][CH2:21][N:20]([C:23]([O:25][C:26]([CH3:29])([CH3:28])[CH3:27])=[O:24])[CH2:19][CH2:18]2)[C:9]2[CH:14]=[C:13]([CH2:15][CH3:16])[S:12][C:10]=2[N:11]=1)=[O:5])C.[OH-].[Na+]. Product: [C:26]([O:25][C:23]([N:20]1[CH2:19][CH2:18][N:17]([C:8]2[C:9]3[CH:14]=[C:13]([CH2:15][CH3:16])[S:12][C:10]=3[N:11]=[C:6]([C:4]([OH:5])=[O:3])[N:7]=2)[CH2:22][CH2:21]1)=[O:24])([CH3:29])([CH3:28])[CH3:27]. The catalyst class is: 5. (2) The catalyst class is: 224. Reactant: [CH2:1]([N:3]1[C:11]2[CH:10]=[C:9]3[N:12]([CH2:41][O:42][CH2:43][CH2:44][Si:45]([CH3:48])([CH3:47])[CH3:46])[C:13]([C:15]4[C:23]5[C:18](=[CH:19][C:20](B6OC(C)(C)C(C)(C)O6)=[CH:21][CH:22]=5)[N:17]([CH2:33][O:34][CH2:35][CH2:36][Si:37]([CH3:40])([CH3:39])[CH3:38])[N:16]=4)=[N:14][C:8]3=[CH:7][C:6]=2[C:5]([CH3:50])(C)[C:4]1=O)[CH3:2].Br[C:53]1[CH:58]=[CH:57][CH:56]=[CH:55][CH:54]=1.[C:59](=[O:62])(O)[O-].[Na+].O. Product: [CH2:1]([N:3]1[C:11]2[CH:10]=[C:9]3[N:12]([CH2:41][O:42][CH2:43][CH2:44][Si:45]([CH3:47])([CH3:48])[CH3:46])[C:13]([C:15]4[C:23]5[C:18](=[CH:19][C:20]([C:53]6[CH:58]=[CH:57][CH:56]=[CH:55][CH:54]=6)=[CH:21][CH:22]=5)[N:17]([CH2:33][O:34][CH2:35][CH2:36][Si:37]([CH3:38])([CH3:40])[CH3:39])[N:16]=4)=[N:14][C:8]3=[CH:7][C:6]=2[C:5]([CH3:4])([CH3:50])[C:59]1=[O:62])[CH3:2]. (3) Reactant: [CH3:1][O:2][CH2:3][C:4](=[O:25])[CH2:5][S:6]([C:9]1[CH:14]=[CH:13][C:12]([C:15]2[CH:20]=[CH:19][C:18]([C:21]([F:24])([F:23])[F:22])=[CH:17][CH:16]=2)=[CH:11][CH:10]=1)(=[O:8])=[O:7].[BH4-].[Na+].O. Product: [CH3:1][O:2][CH2:3][CH:4]([OH:25])[CH2:5][S:6]([C:9]1[CH:10]=[CH:11][C:12]([C:15]2[CH:20]=[CH:19][C:18]([C:21]([F:22])([F:23])[F:24])=[CH:17][CH:16]=2)=[CH:13][CH:14]=1)(=[O:7])=[O:8]. The catalyst class is: 8. (4) Reactant: [CH3:1][C:2]1[CH:7]=[C:6]([N+:8]([O-])=O)[CH:5]=[CH:4][C:3]=1[C:11]1[CH2:16][CH2:15][N:14]([CH:17]=[O:18])[CH2:13][CH:12]=1.[H][H]. Product: [NH2:8][C:6]1[CH:5]=[CH:4][C:3]([CH:11]2[CH2:16][CH2:15][N:14]([CH:17]=[O:18])[CH2:13][CH2:12]2)=[C:2]([CH3:1])[CH:7]=1. The catalyst class is: 19. (5) Reactant: [CH2:1]([O:8][C:9]1[C:14]2[O:15][C:16]([CH3:19])([CH3:18])[O:17][C:13]=2[CH:12]=[C:11]([CH2:20]O)[CH:10]=1)[C:2]1[CH:7]=[CH:6][CH:5]=[CH:4][CH:3]=1.C1(P([N:36]=[N+:37]=[N-:38])(C2C=CC=CC=2)=O)C=CC=CC=1.N12CCCN=C1CCCCC2. Product: [N:36]([CH2:20][C:11]1[CH:10]=[C:9]([O:8][CH2:1][C:2]2[CH:7]=[CH:6][CH:5]=[CH:4][CH:3]=2)[C:14]2[O:15][C:16]([CH3:19])([CH3:18])[O:17][C:13]=2[CH:12]=1)=[N+:37]=[N-:38]. The catalyst class is: 7. (6) Reactant: [N+:1]([C:4]1[CH:9]=[CH:8][C:7]([O:10][CH3:11])=[C:6]([O:12][C:13]([F:16])([F:15])[F:14])[CH:5]=1)([O-])=O.Cl. Product: [NH2:1][C:4]1[CH:9]=[CH:8][C:7]([O:10][CH3:11])=[C:6]([O:12][C:13]([F:14])([F:15])[F:16])[CH:5]=1. The catalyst class is: 19. (7) Reactant: [CH:1]1([CH2:4][S:5]([C:8]2[CH:9]=[C:10](C3N4C(C=NC(SC)=N4)=CC=3)[CH:11]=[CH:12][CH:13]=2)(=[O:7])=[O:6])[CH2:3][CH2:2]1.BrC1C=CC=C(S(CC2CC2)(=O)=O)C=1.CC([O-])=O.[K+].[CH3:44][C:45]1([CH3:61])[C:49]([CH3:51])([CH3:50])[O:48][B:47]([B:47]2[O:48][C:49]([CH3:51])([CH3:50])[C:45]([CH3:61])([CH3:44])[O:46]2)[O:46]1.ClCCl. Product: [CH:1]1([CH2:4][S:5]([C:8]2[CH:9]=[C:10]([B:47]3[O:48][C:49]([CH3:51])([CH3:50])[C:45]([CH3:61])([CH3:44])[O:46]3)[CH:11]=[CH:12][CH:13]=2)(=[O:6])=[O:7])[CH2:2][CH2:3]1. The catalyst class is: 9. (8) Reactant: [CH3:1][O:2][C:3](=[O:14])[CH2:4][C:5]1[C:13]2[C:8](=[CH:9][CH:10]=[CH:11][CH:12]=2)[NH:7][CH:6]=1.[H-].[Na+].[CH2:17](I)[CH2:18][CH3:19].Cl. Product: [CH3:1][O:2][C:3](=[O:14])[CH2:4][C:5]1[C:13]2[C:8](=[CH:9][CH:10]=[CH:11][CH:12]=2)[N:7]([CH2:17][CH2:18][CH3:19])[CH:6]=1. The catalyst class is: 35.